Dataset: Reaction yield outcomes from USPTO patents with 853,638 reactions. Task: Predict the reaction yield, written as a fraction of the theoretical maximum amount of product (1.0 means a 100% yield; for example, 0.34 means a 34% yield). (1) The reactants are Cl[C:2]1[CH:7]=[N:6][CH:5]=[C:4]([Cl:8])[N:3]=1.[C-]#N.[K+].C[N:13]([CH:15]=[O:16])C. The catalyst is O. The product is [Cl:8][C:4]1[N:3]=[C:2]([C:15]([NH2:13])=[O:16])[CH:7]=[N:6][CH:5]=1. The yield is 0.320. (2) The reactants are [CH3:1][C:2]1([CH3:21])[C:10]2[C:5](=[CH:6][CH:7]=[CH:8][CH:9]=2)[C@@H:4]([NH:11][C@H](C2C=CC=CC=2)CO)[CH2:3]1.C([O-])(=O)C.C([O-])(=O)C.C([O-])(=O)C.C([O-])(=O)C.[Pb+4].Cl. The catalyst is CO. The product is [CH3:1][C:2]1([CH3:21])[C:10]2[C:5](=[CH:6][CH:7]=[CH:8][CH:9]=2)[C@@H:4]([NH2:11])[CH2:3]1. The yield is 0.510. (3) The yield is 0.730. The catalyst is C(Cl)(Cl)Cl. The product is [ClH:45].[ClH:45].[ClH:45].[N:39]1([CH2:38][CH2:37][N:9]([CH2:8][CH2:7][N:1]2[CH2:2][CH2:3][CH2:4][CH2:5][CH2:6]2)[C:10]2[C:23]3[O:22][CH2:21][CH2:20][N:19]4[C:15](=[C:16]([CH:31]5[CH2:36][CH2:35][CH2:34][CH2:33][CH2:32]5)[C:17]5[CH:27]=[CH:26][C:25]([C:28]([OH:30])=[O:29])=[CH:24][C:18]=54)[C:14]=3[CH:13]=[CH:12][CH:11]=2)[CH2:40][CH2:41][CH2:42][CH2:43][CH2:44]1. The reactants are [N:1]1([CH2:7][CH2:8][N:9]([CH2:37][CH2:38][N:39]2[CH2:44][CH2:43][CH2:42][CH2:41][CH2:40]2)[C:10]2[C:23]3[O:22][CH2:21][CH2:20][N:19]4[C:15](=[C:16]([CH:31]5[CH2:36][CH2:35][CH2:34][CH2:33][CH2:32]5)[C:17]5[CH:27]=[CH:26][C:25]([C:28]([OH:30])=[O:29])=[CH:24][C:18]=54)[C:14]=3[CH:13]=[CH:12][CH:11]=2)[CH2:6][CH2:5][CH2:4][CH2:3][CH2:2]1.[ClH:45].C(OCC)(=O)C. (4) The reactants are [CH:1]1([C:7]2[NH:11][C:10](=[O:12])[C:9]3([CH2:17][CH2:16][N:15]([S:18](/[CH:21]=[CH:22]/[C:23]4[CH:24]=[C:25]5[C:29](=[CH:30][CH:31]=4)[N:28]([CH2:32][C@H:33]4[CH2:37][O:36]C(C)(C)[O:34]4)[CH:27]=[CH:26]5)(=[O:20])=[O:19])[CH2:14][CH2:13]3)[N:8]=2)[CH2:6][CH2:5][CH2:4][CH2:3][CH2:2]1.FC(F)(F)C(O)=O.C(=O)(O)[O-].[Na+].O. The catalyst is C(Cl)Cl.CO. The product is [CH:1]1([C:7]2[NH:11][C:10](=[O:12])[C:9]3([CH2:17][CH2:16][N:15]([S:18](/[CH:21]=[CH:22]/[C:23]4[CH:24]=[C:25]5[C:29](=[CH:30][CH:31]=4)[N:28]([CH2:32][C@H:33]([OH:34])[CH2:37][OH:36])[CH:27]=[CH:26]5)(=[O:19])=[O:20])[CH2:14][CH2:13]3)[N:8]=2)[CH2:6][CH2:5][CH2:4][CH2:3][CH2:2]1. The yield is 0.860. (5) The reactants are [CH3:1][C:2]1[C:6]([C:7]2[CH:8]=[C:9]([NH:13][C:14]3[CH:15]=[C:16]([CH:21]=[CH:22][CH:23]=3)[C:17]([O:19][CH3:20])=[O:18])[CH:10]=[N:11][CH:12]=2)=[C:5]([CH3:24])[O:4][N:3]=1.C([O-])([O-])=O.[K+].[K+]. The catalyst is C(O)(=O)C(C)(C)C.CC(OC)(C)C.C([O-])(=O)C.[Pd+2].C([O-])(=O)C. The product is [CH3:1][C:2]1[C:6]([C:7]2[CH:12]=[N:11][C:10]3[C:15]4[C:16]([C:17]([O:19][CH3:20])=[O:18])=[CH:21][CH:22]=[CH:23][C:14]=4[NH:13][C:9]=3[CH:8]=2)=[C:5]([CH3:24])[O:4][N:3]=1. The yield is 0.0300.